Dataset: Full USPTO retrosynthesis dataset with 1.9M reactions from patents (1976-2016). Task: Predict the reactants needed to synthesize the given product. (1) Given the product [ClH:1].[CH3:13][O:14][C:15]1[CH:20]=[CH:19][C:18]([N:21]([CH3:22])[C:2]2[C:11]3[C:6](=[CH:7][CH:8]=[CH:9][CH:10]=3)[N:5]=[C:4]([CH3:12])[N:3]=2)=[CH:17][CH:16]=1, predict the reactants needed to synthesize it. The reactants are: [Cl:1][C:2]1[C:11]2[C:6](=[CH:7][CH:8]=[CH:9][CH:10]=2)[N:5]=[C:4]([CH3:12])[N:3]=1.[CH3:13][O:14][C:15]1[CH:20]=[CH:19][C:18]([NH:21][CH3:22])=[CH:17][CH:16]=1. (2) Given the product [CH3:35][O:34][C:32]1[CH:33]=[C:28]([CH2:27][CH2:26][C:24]2[CH:25]=[C:21]([NH:20][C:18]([C:15]3[CH:14]=[N:13][C:12]([N:7]4[CH2:8][CH2:9][CH2:10][N:4]([CH2:1][CH:2]=[CH2:3])[CH2:5][CH2:6]4)=[CH:17][N:16]=3)=[O:19])[NH:22][N:23]=2)[CH:29]=[C:30]([O:36][CH3:37])[CH:31]=1, predict the reactants needed to synthesize it. The reactants are: [CH2:1]([N:4]1[CH2:10][CH2:9][CH2:8][NH:7][CH2:6][CH2:5]1)[CH:2]=[CH2:3].Cl[C:12]1[N:13]=[CH:14][C:15]([C:18]([NH:20][C:21]2[NH:22][N:23]=[C:24]([CH2:26][CH2:27][C:28]3[CH:33]=[C:32]([O:34][CH3:35])[CH:31]=[C:30]([O:36][CH3:37])[CH:29]=3)[CH:25]=2)=[O:19])=[N:16][CH:17]=1. (3) Given the product [CH3:8][O:7][C:5](=[O:6])[C:4]1[CH:9]=[C:10]([NH:39][S:36]([CH3:35])(=[O:38])=[O:37])[N:11]=[C:2]([Cl:1])[CH:3]=1, predict the reactants needed to synthesize it. The reactants are: [Cl:1][C:2]1[CH:3]=[C:4]([CH:9]=[C:10](Cl)[N:11]=1)[C:5]([O:7][CH3:8])=[O:6].C(P(C(C)(C)C)C1C=CC=CC=1C1C=CC=CC=1)(C)(C)C.[Na+].[CH3:35][S:36]([NH-:39])(=[O:38])=[O:37]. (4) Given the product [C:1]([O:5][C:6]([N:8]1[CH2:12][CH2:11][CH2:10][CH:9]1[C:13]1[NH:14][C:15]([C:18]2[CH:23]=[CH:22][C:21]([Cl:24])=[CH:20][C:19]=2[C:25]#[N:37])=[CH:16][N:17]=1)=[O:7])([CH3:4])([CH3:3])[CH3:2].[C:1]([O:5][C:6]([N:8]1[CH2:12][CH2:11][CH2:10][CH2:9]1)=[O:7])([CH3:4])([CH3:2])[CH3:3], predict the reactants needed to synthesize it. The reactants are: [C:1]([O:5][C:6]([N:8]1[CH2:12][CH2:11][CH2:10][CH:9]1[C:13]1[NH:14][C:15]([C:18]2[CH:23]=[CH:22][C:21]([Cl:24])=[CH:20][C:19]=2[CH:25]=O)=[CH:16][N:17]=1)=[O:7])([CH3:4])([CH3:3])[CH3:2].NO.CC([Si](Cl)(C)C)(C)C.[NH:37]1C=CN=C1. (5) The reactants are: [C:1]([C:3]1[CH:8]=[CH:7][C:6]([C:9]2[O:13][N:12]=[C:11]([C:14]([OH:16])=O)[CH:10]=2)=[C:5]([F:17])[CH:4]=1)#[N:2].[CH:18]1([NH:21][CH:22]2[CH2:27][CH2:26][N:25]([C:28]3[O:32][N:31]=[C:30]([CH:33]([CH3:35])[CH3:34])[N:29]=3)[CH2:24][CH2:23]2)[CH2:20][CH2:19]1. Given the product [CH:18]1([N:21]([CH:22]2[CH2:27][CH2:26][N:25]([C:28]3[O:32][N:31]=[C:30]([CH:33]([CH3:35])[CH3:34])[N:29]=3)[CH2:24][CH2:23]2)[C:14]([C:11]2[CH:10]=[C:9]([C:6]3[CH:7]=[CH:8][C:3]([C:1]#[N:2])=[CH:4][C:5]=3[F:17])[O:13][N:12]=2)=[O:16])[CH2:19][CH2:20]1, predict the reactants needed to synthesize it. (6) Given the product [F:8][C:6]1[CH:5]=[CH:4][C:3]([N+:9]([O-:11])=[O:10])=[C:2]([O:15][CH2:14][C:13]([F:17])([F:16])[F:12])[CH:7]=1, predict the reactants needed to synthesize it. The reactants are: F[C:2]1[CH:7]=[C:6]([F:8])[CH:5]=[CH:4][C:3]=1[N+:9]([O-:11])=[O:10].[F:12][C:13]([F:17])([F:16])[CH2:14][OH:15].[OH-].[Na+].O.